From a dataset of Full USPTO retrosynthesis dataset with 1.9M reactions from patents (1976-2016). Predict the reactants needed to synthesize the given product. Given the product [F:1][C:2]([F:15])([F:14])[C:3]1[CH:4]=[C:5]([N:19]2[CH2:20][CH2:21][CH:17]([OH:16])[CH2:18]2)[CH:6]=[C:7]([C:9]([F:12])([F:11])[F:10])[CH:8]=1, predict the reactants needed to synthesize it. The reactants are: [F:1][C:2]([F:15])([F:14])[C:3]1[CH:4]=[C:5](Br)[CH:6]=[C:7]([C:9]([F:12])([F:11])[F:10])[CH:8]=1.[OH:16][CH:17]1[CH2:21][CH2:20][NH:19][CH2:18]1.CC(C)([O-])C.[Na+].O.